From a dataset of Full USPTO retrosynthesis dataset with 1.9M reactions from patents (1976-2016). Predict the reactants needed to synthesize the given product. (1) Given the product [CH2:25]([NH:14][CH:6]1[CH2:7][C:8]2[C:9]([C:106]([OH:107])=[O:105])=[CH:10][CH:11]=[C:2]([F:1])[C:3]=2[CH2:4][CH2:5]1)[C:24]1[CH:19]=[CH:20][CH:21]=[CH:22][CH:23]=1, predict the reactants needed to synthesize it. The reactants are: [F:1][C:2]1[CH:11]=[CH:10][C:9](OC)=[C:8]2[C:3]=1[CH2:4][CH2:5][CH:6]([NH2:14])[CH2:7]2.NC1[CH2:25][C:24]2[C:23](C(N)=O)=[CH:22][CH:21]=[C:20](F)[C:19]=2CC1.FC1C=CC(OC)=C2C=1CCC(=O)C2.C(NC1CCC2C(=C(OC)C=CC=2F)C1)C1C=CC=CC=1.[O-]S(C(F)(F)F)(=O)=O.[C]=O.C1C=CC(P(C2C=CC=CC=2)CCCP(C2C=CC=CC=2)C2C=CC=CC=2)=CC=1.C[O:105][C:106](C1C2CC(NCC3C=CC=CC=3)CCC=2C(F)=CC=1)=[O:107]. (2) Given the product [CH3:1][C:2]1[C:7]([CH3:8])=[CH:6][CH:5]=[CH:4][C:3]=1[C:13]1[N:18]=[C:17]([NH2:19])[N:16]=[C:15]([NH:20][CH3:21])[CH:14]=1, predict the reactants needed to synthesize it. The reactants are: [CH3:1][C:2]1[C:7]([CH3:8])=[CH:6][CH:5]=[CH:4][C:3]=1B(O)O.I[C:13]1[N:18]=[C:17]([NH2:19])[N:16]=[C:15]([NH:20][CH3:21])[CH:14]=1. (3) Given the product [CH2:1]([NH:9][C:10](=[O:11])[N:13]([C:14]1[CH:15]=[C:16]([C:20]2[CH:25]=[CH:24][C:23]([CH2:26][CH2:27][C:28]([O:30][CH2:31][CH3:32])=[O:29])=[CH:22][CH:21]=2)[CH:17]=[CH:18][CH:19]=1)[CH3:12])[CH2:2][CH2:3][CH2:4][CH2:5][CH2:6][CH2:7][CH3:8], predict the reactants needed to synthesize it. The reactants are: [CH2:1]([N:9]=[C:10]=[O:11])[CH2:2][CH2:3][CH2:4][CH2:5][CH2:6][CH2:7][CH3:8].[CH3:12][NH:13][C:14]1[CH:15]=[C:16]([C:20]2[CH:25]=[CH:24][C:23]([CH2:26][CH2:27][C:28]([O:30][CH2:31][CH3:32])=[O:29])=[CH:22][CH:21]=2)[CH:17]=[CH:18][CH:19]=1.